The task is: Regression/Classification. Given a drug SMILES string, predict its absorption, distribution, metabolism, or excretion properties. Task type varies by dataset: regression for continuous measurements (e.g., permeability, clearance, half-life) or binary classification for categorical outcomes (e.g., BBB penetration, CYP inhibition). Dataset: b3db_classification.. This data is from Blood-brain barrier permeability classification from the B3DB database. (1) The compound is CCC1OC(=O)C(C)C(OC2CC(C)(OC)C(O)C(C)O2)C(C)C(OC2OC(C)CC(N(C)C)C2O)C(C)(O)CC(C)(F)C(=O)C(C)C(O)C1(C)O. The result is 0 (does not penetrate BBB). (2) The result is 0 (does not penetrate BBB). The compound is CN1CCc2nc(C(=O)NC3CC(C(=O)N(C)C)CCC3NC(=O)C(=O)Nc3ccc(Cl)cn3)sc2C1. (3) The drug is CCN1CCCC1CNC(=O)c1cc(S(=O)(=O)CC)c(N)cc1OC. The result is 1 (penetrates BBB). (4) The compound is O=C(O)c1cc(O)ccc1O. The result is 1 (penetrates BBB). (5) The molecule is COC1=C(OC)C(=O)C(CCCCCCCCCCO)=C(C)C1=O. The result is 1 (penetrates BBB). (6) The molecule is COc1cccc(CC(=O)N2CCN(C(C)=O)C[C@@H]2CN2CC[C@H](O)C2)c1. The result is 0 (does not penetrate BBB). (7) The molecule is CC(C)(C)C(=O)OCOC(=O)C1N2C(=O)[C@@H](N=CN3CCCCCC3)[C@H]2SC1(C)C. The result is 0 (does not penetrate BBB). (8) The result is 1 (penetrates BBB). The compound is COc1ccc(S(N)(=O)=O)cc1C(=O)NC[C@@H]1CCCN1C. (9) The drug is CC[C@@]12CCN(CC3CCC3)[C@@H](Cc3ccc(O)cc31)C2(C)C. The result is 1 (penetrates BBB). (10) The molecule is C/C(=C(/CCOC(=O)c1ccccc1)SC(=O)c1ccccc1)N(C=O)Cc1cnc(C)nc1N. The result is 1 (penetrates BBB).